Dataset: Catalyst prediction with 721,799 reactions and 888 catalyst types from USPTO. Task: Predict which catalyst facilitates the given reaction. Reactant: [OH:1][C:2]1[CH:3]=[C:4]([CH:8]=[CH:9][C:10]=1[O:11][CH3:12])[C:5]([OH:7])=O.[C:13]([O:17][C:18]([CH3:21])([CH3:20])[CH3:19])(=[O:16])[NH:14][NH2:15].C(Cl)CCl.C1C=CC2N(O)N=NC=2C=1.CN1CCOCC1. Product: [C:18]([O:17][C:13]([NH:14][NH:15][C:5](=[O:7])[C:4]1[CH:8]=[CH:9][C:10]([O:11][CH3:12])=[C:2]([OH:1])[CH:3]=1)=[O:16])([CH3:21])([CH3:20])[CH3:19]. The catalyst class is: 7.